This data is from NCI-60 drug combinations with 297,098 pairs across 59 cell lines. The task is: Regression. Given two drug SMILES strings and cell line genomic features, predict the synergy score measuring deviation from expected non-interaction effect. (1) Drug 1: C1=C(C(=O)NC(=O)N1)F. Drug 2: C(CN)CNCCSP(=O)(O)O. Cell line: HCC-2998. Synergy scores: CSS=39.6, Synergy_ZIP=2.63, Synergy_Bliss=3.71, Synergy_Loewe=-4.15, Synergy_HSA=3.19. (2) Drug 1: CC1=C(C=C(C=C1)NC(=O)C2=CC=C(C=C2)CN3CCN(CC3)C)NC4=NC=CC(=N4)C5=CN=CC=C5. Drug 2: CS(=O)(=O)OCCCCOS(=O)(=O)C. Cell line: OVCAR-5. Synergy scores: CSS=9.41, Synergy_ZIP=-4.86, Synergy_Bliss=-0.871, Synergy_Loewe=-5.58, Synergy_HSA=-0.0727. (3) Drug 1: CC1=C(C=C(C=C1)NC2=NC=CC(=N2)N(C)C3=CC4=NN(C(=C4C=C3)C)C)S(=O)(=O)N.Cl. Drug 2: C1CN1P(=S)(N2CC2)N3CC3. Cell line: HCC-2998. Synergy scores: CSS=5.52, Synergy_ZIP=0.00536, Synergy_Bliss=-5.33, Synergy_Loewe=-21.7, Synergy_HSA=-15.5. (4) Drug 1: C1=CC(=CC=C1CCCC(=O)O)N(CCCl)CCCl. Drug 2: CCN(CC)CCCC(C)NC1=C2C=C(C=CC2=NC3=C1C=CC(=C3)Cl)OC. Cell line: MALME-3M. Synergy scores: CSS=44.6, Synergy_ZIP=12.4, Synergy_Bliss=11.7, Synergy_Loewe=11.1, Synergy_HSA=12.7. (5) Drug 1: CC1=C(C=C(C=C1)NC(=O)C2=CC=C(C=C2)CN3CCN(CC3)C)NC4=NC=CC(=N4)C5=CN=CC=C5. Drug 2: CCC1(C2=C(COC1=O)C(=O)N3CC4=CC5=C(C=CC(=C5CN(C)C)O)N=C4C3=C2)O.Cl. Cell line: MDA-MB-231. Synergy scores: CSS=15.3, Synergy_ZIP=4.37, Synergy_Bliss=-0.422, Synergy_Loewe=1.05, Synergy_HSA=2.32. (6) Drug 1: CC1C(C(CC(O1)OC2CC(CC3=C2C(=C4C(=C3O)C(=O)C5=C(C4=O)C(=CC=C5)OC)O)(C(=O)C)O)N)O.Cl. Drug 2: C1=NC2=C(N1)C(=S)N=CN2. Cell line: LOX IMVI. Synergy scores: CSS=45.3, Synergy_ZIP=-7.67, Synergy_Bliss=-6.63, Synergy_Loewe=-12.7, Synergy_HSA=-4.65. (7) Drug 1: CCC1(CC2CC(C3=C(CCN(C2)C1)C4=CC=CC=C4N3)(C5=C(C=C6C(=C5)C78CCN9C7C(C=CC9)(C(C(C8N6C=O)(C(=O)OC)O)OC(=O)C)CC)OC)C(=O)OC)O.OS(=O)(=O)O. Drug 2: C#CCC(CC1=CN=C2C(=N1)C(=NC(=N2)N)N)C3=CC=C(C=C3)C(=O)NC(CCC(=O)O)C(=O)O. Cell line: 786-0. Synergy scores: CSS=71.1, Synergy_ZIP=19.4, Synergy_Bliss=-1.34, Synergy_Loewe=54.9, Synergy_HSA=-0.403. (8) Drug 1: CN(C)N=NC1=C(NC=N1)C(=O)N. Drug 2: C1CC(C1)(C(=O)O)C(=O)O.[NH2-].[NH2-].[Pt+2]. Cell line: DU-145. Synergy scores: CSS=52.2, Synergy_ZIP=0.118, Synergy_Bliss=1.08, Synergy_Loewe=-7.74, Synergy_HSA=-0.0713. (9) Drug 1: CC(C)NC(=O)C1=CC=C(C=C1)CNNC.Cl. Drug 2: C(CN)CNCCSP(=O)(O)O. Cell line: UACC-257. Synergy scores: CSS=6.76, Synergy_ZIP=0.997, Synergy_Bliss=5.52, Synergy_Loewe=3.59, Synergy_HSA=3.75.